Dataset: Forward reaction prediction with 1.9M reactions from USPTO patents (1976-2016). Task: Predict the product of the given reaction. (1) Given the reactants [Cl:1][C:2]1[C:3]([N:26]2[CH:30]=[C:29]([CH:31]=O)[C:28]([CH3:33])=[N:27]2)=[N:4][C:5]([NH:8][C:9]2[CH:14]=[C:13]([N+:15]([O-])=O)[C:12]([N:18]3[CH2:23][CH2:22][O:21][CH2:20][CH2:19]3)=[CH:11][C:10]=2[O:24][CH3:25])=[N:6][CH:7]=1.[CH3:34][NH:35][CH3:36], predict the reaction product. The product is: [Cl:1][C:2]1[C:3]([N:26]2[CH:30]=[C:29]([CH2:31][N:35]([CH3:36])[CH3:34])[C:28]([CH3:33])=[N:27]2)=[N:4][C:5]([NH:8][C:9]2[C:10]([O:24][CH3:25])=[CH:11][C:12]([N:18]3[CH2:23][CH2:22][O:21][CH2:20][CH2:19]3)=[C:13]([NH:15][C:10](=[O:24])[CH:9]=[CH2:14])[CH:14]=2)=[N:6][CH:7]=1. (2) Given the reactants [OH:1]O.[C:3]([NH:7][C:8]([C:10]1[CH:15]=[CH:14][C:13]([Cl:16])=[CH:12][N:11]=1)=[O:9])([CH3:6])([CH3:5])[CH3:4].[OH-].[Na+], predict the reaction product. The product is: [C:3]([NH:7][C:8]([C:10]1[CH:15]=[CH:14][C:13]([Cl:16])=[CH:12][N+:11]=1[O-:1])=[O:9])([CH3:6])([CH3:4])[CH3:5]. (3) Given the reactants [NH2:1][C:2]1[C:11]2[C:10]([CH3:12])=[N:9][CH:8]=[N:7][C:6]=2[N:5]([O:13]CC2C=CC=CC=2)[C:4](=[O:21])[CH:3]=1.[H][H], predict the reaction product. The product is: [NH2:1][C:2]1[C:11]2[C:10]([CH3:12])=[N:9][CH:8]=[N:7][C:6]=2[N:5]([OH:13])[C:4](=[O:21])[CH:3]=1. (4) Given the reactants [Br:1][C:2]1[CH:7]=[C:6]([C:8]([F:11])([F:10])[F:9])[CH:5]=[CH:4][C:3]=1I.CC1(C)C(C)(C)OB([C:21]2[CH:30]=[CH:29][CH:28]=[C:27]3[C:22]=2[CH2:23][CH2:24][N:25]([C:31]([O:33][C:34]([CH3:37])([CH3:36])[CH3:35])=[O:32])[CH2:26]3)O1.C(=O)([O-])[O-].[K+].[K+], predict the reaction product. The product is: [Br:1][C:2]1[CH:7]=[C:6]([C:8]([F:11])([F:10])[F:9])[CH:5]=[CH:4][C:3]=1[C:21]1[CH:30]=[CH:29][CH:28]=[C:27]2[C:22]=1[CH2:23][CH2:24][N:25]([C:31]([O:33][C:34]([CH3:37])([CH3:36])[CH3:35])=[O:32])[CH2:26]2. (5) Given the reactants [CH2:1]([O:3][C:4]([NH:6][CH2:7][C:8]1([CH2:14][C:15]([O:17][C:18]2[CH:23]=[CH:22][CH:21]=[C:20]([C@@:24]3([OH:34])[CH2:29][CH2:28][CH2:27][CH2:26][C@@H:25]3[CH2:30][N:31]([CH3:33])[CH3:32])[CH:19]=2)=[O:16])[CH2:13][CH2:12][CH2:11][CH2:10][CH2:9]1)=[O:5])[CH3:2].C(O)(=O)C, predict the reaction product. The product is: [C:15]([OH:17])(=[O:16])[CH3:14].[CH2:1]([O:3][C:4]([NH:6][CH2:7][C:8]1([CH2:14][C:15]([O:17][C:18]2[CH:23]=[CH:22][CH:21]=[C:20]([C@@:24]3([OH:34])[CH2:29][CH2:28][CH2:27][CH2:26][C@@H:25]3[CH2:30][N:31]([CH3:32])[CH3:33])[CH:19]=2)=[O:16])[CH2:9][CH2:10][CH2:11][CH2:12][CH2:13]1)=[O:5])[CH3:2].